This data is from Catalyst prediction with 721,799 reactions and 888 catalyst types from USPTO. The task is: Predict which catalyst facilitates the given reaction. (1) Reactant: [Br:1][C:2]1[CH:3]=[CH:4][C:5]2[NH:6][C:7]3[C:12]([C:13]=2[CH:14]=1)=[CH:11][C:10]([Br:15])=[CH:9][CH:8]=3.[H-].[Na+].[CH2:18](Br)[C:19]1[CH:24]=[CH:23][CH:22]=[CH:21][CH:20]=1.O. Product: [CH2:18]([N:6]1[C:5]2[CH:4]=[CH:3][C:2]([Br:1])=[CH:14][C:13]=2[C:12]2[C:7]1=[CH:8][CH:9]=[C:10]([Br:15])[CH:11]=2)[C:19]1[CH:24]=[CH:23][CH:22]=[CH:21][CH:20]=1. The catalyst class is: 1. (2) Reactant: [BH4-].[Na+].[Cl:3][C:4]1[C:8]([Cl:9])=[C:7]([C:10](Cl)=[O:11])[S:6][N:5]=1.C(O)(=O)CC(CC(O)=O)(C(O)=O)O. Product: [Cl:3][C:4]1[C:8]([Cl:9])=[C:7]([CH2:10][OH:11])[S:6][N:5]=1. The catalyst class is: 90. (3) Reactant: [H-].[Na+].[OH:3][C:4]1[CH:8]=[C:7]([CH3:9])[NH:6][N:5]=1.[Cl:10][C:11]1[CH:12]=[C:13]([C:21]([F:24])([F:23])[F:22])[CH:14]=[C:15]([N+:18]([O-:20])=[O:19])[C:16]=1F.Cl. Product: [Cl:10][C:11]1[CH:12]=[C:13]([C:21]([F:23])([F:24])[F:22])[CH:14]=[C:15]([N+:18]([O-:20])=[O:19])[C:16]=1[O:3][C:4]1[CH:8]=[C:7]([CH3:9])[NH:6][N:5]=1. The catalyst class is: 3. (4) Reactant: C(N(CC)CC)C.[NH2:8][C:9]1[C:14]([CH:15]=[O:16])=[CH:13][N:12]=[C:11]([NH:17][C:18](=[O:23])[C:19]([CH3:22])([CH3:21])[CH3:20])[CH:10]=1.C(Cl)(=O)C(C)(C)C.C(N(CC)CC)C. Product: [NH2:8][C:9]1[C:14]([CH:15]=[O:16])=[CH:13][N:12]=[C:11]([NH:17][C:18](=[O:23])[C:19]([CH3:21])([CH3:20])[CH3:22])[CH:10]=1. The catalyst class is: 98. (5) Reactant: C(N(CC)CC)C.[NH2:8][C:9]1[CH:10]=[CH:11][C:12]([C:15]#[N:16])=[N:13][CH:14]=1.[Cl:17][CH:18]([CH3:22])[C:19](Cl)=[O:20]. Product: [Cl:17][CH:18]([CH3:22])[C:19]([NH:8][C:9]1[CH:14]=[N:13][C:12]([C:15]#[N:16])=[CH:11][CH:10]=1)=[O:20]. The catalyst class is: 4. (6) Reactant: [C:1]1(=[O:11])[O:6][C:4](=O)[C:3]2=[CH:7][CH:8]=[CH:9][CH:10]=[C:2]12.[NH2:12][CH2:13][CH2:14][S:15]([OH:18])(=[O:17])=[O:16].C([O-])(=O)C.[K+:23]. Product: [K+:23].[C:4]1(=[O:6])[N:12]([CH2:13][CH2:14][S:15]([O-:18])(=[O:17])=[O:16])[C:1](=[O:11])[C:2]2=[CH:10][CH:9]=[CH:8][CH:7]=[C:3]12. The catalyst class is: 15. (7) Reactant: [C:1]([NH:18][C@H:19]([C:30](O)=[O:31])[CH2:20][C:21]1[C:29]2[C:24](=[CH:25][CH:26]=[CH:27][CH:28]=2)[NH:23][CH:22]=1)([O:3][CH2:4][CH:5]1[C:17]2[C:12](=[CH:13][CH:14]=[CH:15][CH:16]=2)[C:11]2[C:6]1=[CH:7][CH:8]=[CH:9][CH:10]=2)=[O:2].C1C=C2N=NN(O)C2=CC=1.O.C(N=C=NC(C)C)(C)C.Cl.[CH3:54][O:55][C:56](=[O:63])[CH2:57][CH2:58][CH2:59][CH2:60][CH2:61][NH2:62].C(N(C(C)C)CC)(C)C. Product: [CH3:54][O:55][C:56](=[O:63])[CH2:57][CH2:58][CH2:59][CH2:60][CH2:61][NH:62][C:30](=[O:31])[C@@H:19]([NH:18][C:1]([O:3][CH2:4][CH:5]1[C:17]2[CH:16]=[CH:15][CH:14]=[CH:13][C:12]=2[C:11]2[C:6]1=[CH:7][CH:8]=[CH:9][CH:10]=2)=[O:2])[CH2:20][C:21]1[C:29]2[C:24](=[CH:25][CH:26]=[CH:27][CH:28]=2)[NH:23][CH:22]=1. The catalyst class is: 4.